Dataset: Forward reaction prediction with 1.9M reactions from USPTO patents (1976-2016). Task: Predict the product of the given reaction. (1) Given the reactants [CH2:1]([N:8]1[C:12]([C:13]([F:16])([F:15])[F:14])=[C:11]([CH3:17])[C:10]([C:18]2[CH:23]=[CH:22][C:21]([Cl:24])=[CH:20][CH:19]=2)=[C:9]1[C:25]([N:27]1[CH2:32][CH2:31][S:30][CH2:29][CH2:28]1)=[O:26])[C:2]1[CH:7]=[CH:6][CH:5]=[CH:4][CH:3]=1.[OH:33]OS([O-])=O.[K+], predict the reaction product. The product is: [CH2:1]([N:8]1[C:12]([C:13]([F:15])([F:16])[F:14])=[C:11]([CH3:17])[C:10]([C:18]2[CH:19]=[CH:20][C:21]([Cl:24])=[CH:22][CH:23]=2)=[C:9]1[C:25]([N:27]1[CH2:28][CH2:29][S:30](=[O:33])[CH2:31][CH2:32]1)=[O:26])[C:2]1[CH:3]=[CH:4][CH:5]=[CH:6][CH:7]=1. (2) Given the reactants [C:1]([C:3]1[CH:4]=[C:5]2[C:10](=[C:11]([NH:13][C@H:14]3[CH2:18][CH2:17][N:16]([C:19]([O:21][C:22]([CH3:25])([CH3:24])[CH3:23])=[O:20])[CH2:15]3)[N:12]=1)[N:9]=[CH:8][CH:7]=[CH:6]2)#[N:2].[NH:26]([C:28](OCC)=[O:29])[NH2:27], predict the reaction product. The product is: [O:29]=[C:28]1[NH:26][N:27]=[C:1]([C:3]2[CH:4]=[C:5]3[C:10](=[C:11]([NH:13][C@H:14]4[CH2:18][CH2:17][N:16]([C:19]([O:21][C:22]([CH3:25])([CH3:24])[CH3:23])=[O:20])[CH2:15]4)[N:12]=2)[N:9]=[CH:8][CH:7]=[CH:6]3)[NH:2]1. (3) Given the reactants [C:1]([CH2:3][C:4]([NH2:6])=[O:5])#[N:2].[OH-].[Li+].C1(=O)[N:13](CC(=O)C)[C:12](=O)[C:11]2=CC=CC=[C:10]12.CCCCCCCCCCCCCCCCO.C[O-].[Na+], predict the reaction product. The product is: [NH2:2][C:1]1[NH:13][CH:12]=[C:11]([CH3:10])[C:3]=1[C:4]([NH2:6])=[O:5].